From a dataset of Catalyst prediction with 721,799 reactions and 888 catalyst types from USPTO. Predict which catalyst facilitates the given reaction. (1) Reactant: Br[C:2]1[S:6][C:5]([C:7]#[N:8])=[CH:4][CH:3]=1.[CH3:9][O:10][C:11]1[CH:16]=[CH:15][CH:14]=[CH:13][C:12]=1B(O)O.C(=O)([O-])[O-].[Na+].[Na+].ClCCl. Product: [C:7]([C:5]1[S:6][C:2]([C:12]2[CH:13]=[CH:14][CH:15]=[CH:16][C:11]=2[O:10][CH3:9])=[CH:3][CH:4]=1)#[N:8]. The catalyst class is: 38. (2) Reactant: [C:1]([CH:3]([C:23]1([CH3:27])[CH2:26][O:25][CH2:24]1)[NH:4][C:5]([C:7]1[CH:12]=[C:11]([O:13][C@@H:14]([CH3:19])[C:15]([F:18])([F:17])[F:16])[C:10]([CH:20]2[CH2:22][CH2:21]2)=[CH:9][N:8]=1)=[O:6])#[N:2].[OH-:28].[Na+].OO. Product: [NH2:2][C:1](=[O:28])[CH:3]([NH:4][C:5]([C:7]1[CH:12]=[C:11]([O:13][C@@H:14]([CH3:19])[C:15]([F:16])([F:18])[F:17])[C:10]([CH:20]2[CH2:21][CH2:22]2)=[CH:9][N:8]=1)=[O:6])[C:23]1([CH3:27])[CH2:26][O:25][CH2:24]1. The catalyst class is: 8. (3) Reactant: [O:1]=[C:2]1[NH:7][C:6]([C:8]2[CH:13]=[CH:12][C:11]([C:14]([F:17])([F:16])[F:15])=[CH:10][CH:9]=2)=[CH:5][N:4]2[C:18]([C:21]#[N:22])=[CH:19][CH:20]=[C:3]12.[OH-:23].[Li+].OO. Product: [O:1]=[C:2]1[NH:7][C:6]([C:8]2[CH:13]=[CH:12][C:11]([C:14]([F:15])([F:17])[F:16])=[CH:10][CH:9]=2)=[CH:5][N:4]2[C:18]([C:21]([NH2:22])=[O:23])=[CH:19][CH:20]=[C:3]12. The catalyst class is: 30. (4) Reactant: [N:1]#[C:2]Br.[NH2:4][C:5]1[CH:6]=[C:7]([CH:11]=[CH:12][C:13]=1[NH2:14])[C:8]([O-:10])=[O:9].C([O-])([O-])=O.[Na+].[Na+]. Product: [NH2:1][C:2]1[NH:4][C:5]2[CH:6]=[C:7]([C:8]([OH:10])=[O:9])[CH:11]=[CH:12][C:13]=2[N:14]=1. The catalyst class is: 6. (5) Reactant: Cl[C:2]1[C:3]([C:20]([NH2:22])=[O:21])=[N:4][C:5]([CH2:18][CH3:19])=[C:6]([O:8][C:9]2[CH:14]=[CH:13][CH:12]=[C:11]([N+:15]([O-:17])=[O:16])[CH:10]=2)[N:7]=1.[CH3:23][C:24]1[CH:30]=[C:29]([N:31]2[CH2:36][CH2:35][O:34][CH2:33][CH2:32]2)[CH:28]=[CH:27][C:25]=1[NH2:26].C(N(C(C)C)CC)(C)C.CN1CCCC1=O. Product: [CH2:18]([C:5]1[N:4]=[C:3]([C:20]([NH2:22])=[O:21])[C:2]([NH:26][C:25]2[CH:27]=[CH:28][C:29]([N:31]3[CH2:36][CH2:35][O:34][CH2:33][CH2:32]3)=[CH:30][C:24]=2[CH3:23])=[N:7][C:6]=1[O:8][C:9]1[CH:14]=[CH:13][CH:12]=[C:11]([N+:15]([O-:17])=[O:16])[CH:10]=1)[CH3:19]. The catalyst class is: 6. (6) Reactant: [CH3:1][C:2]1[CH:7]=[CH:6][C:5]([NH:8][C:9](=[O:17])OC2C=CC=CC=2)=[CH:4][C:3]=1[C:18]1[CH:19]=[N:20][CH:21]=[CH:22][C:23]=1[CH3:24].[CH3:25][O:26][C:27]1[CH:28]=[C:29]2[C:33](=[CH:34][C:35]=1[C:36]([F:39])([F:38])[F:37])[NH:32][CH2:31][CH2:30]2. Product: [CH3:1][C:2]1[CH:7]=[CH:6][C:5]([NH:8][C:9]([N:32]2[C:33]3[C:29](=[CH:28][C:27]([O:26][CH3:25])=[C:35]([C:36]([F:38])([F:39])[F:37])[CH:34]=3)[CH2:30][CH2:31]2)=[O:17])=[CH:4][C:3]=1[C:18]1[CH:19]=[N:20][CH:21]=[CH:22][C:23]=1[CH3:24]. The catalyst class is: 9.